This data is from Full USPTO retrosynthesis dataset with 1.9M reactions from patents (1976-2016). The task is: Predict the reactants needed to synthesize the given product. (1) Given the product [Cl:1][C:2]1[C:3]2[N:4]([CH:12]=[C:13]([C:15]3[O:17][N:43]=[C:42]([C:44]4[CH:52]=[CH:51][CH:50]=[C:49]5[C:45]=4[CH:46]=[CH:47][NH:48]5)[N:41]=3)[N:14]=2)[CH:5]=[C:6]([C:8]([F:9])([F:10])[F:11])[CH:7]=1, predict the reactants needed to synthesize it. The reactants are: [Cl:1][C:2]1[C:3]2[N:4]([CH:12]=[C:13]([C:15]([OH:17])=O)[N:14]=2)[CH:5]=[C:6]([C:8]([F:11])([F:10])[F:9])[CH:7]=1.CCN=C=NCCCN(C)C.Cl.C1C=CC2N(O)N=NC=2C=1.O[N:41]=[C:42]([C:44]1[C:45]2[CH:46]=[CH:47][NH:48][C:49]=2[CH:50]=[CH:51][CH:52]=1)[NH2:43]. (2) Given the product [CH3:28][C:27]1[CH:26]=[CH:25][CH:24]=[C:23]([CH3:29])[C:22]=1[C:18]1[CH:17]=[C:16]([N:15]2[C:10]3[C:9](=[N:14][CH:13]=[CH:12][N:11]=3)[N:2]([C:3]3[CH:4]=[CH:5][CH:6]=[CH:7][CH:8]=3)[CH:30]2[O:31][CH2:32][CH3:33])[CH:21]=[CH:20][CH:19]=1, predict the reactants needed to synthesize it. The reactants are: [Cl-].[NH:2]([C:9]1[C:10]([NH2+:15][C:16]2[CH:21]=[CH:20][CH:19]=[C:18]([C:22]3[C:27]([CH3:28])=[CH:26][CH:25]=[CH:24][C:23]=3[CH3:29])[CH:17]=2)=[N:11][CH:12]=[CH:13][N:14]=1)[C:3]1[CH:8]=[CH:7][CH:6]=[CH:5][CH:4]=1.[CH:30](OCC)(OCC)[O:31][CH2:32][CH3:33].